From a dataset of Catalyst prediction with 721,799 reactions and 888 catalyst types from USPTO. Predict which catalyst facilitates the given reaction. (1) Reactant: [C:1]1([C:6]([NH:8][CH2:9][CH3:10])=O)[CH2:5][CH2:4][CH2:3][CH:2]=1.[H-].[Al+3].[Li+].[H-].[H-].[H-]. Product: [CH:1]1([CH2:6][NH:8][CH2:9][CH3:10])[CH2:5][CH2:4][CH2:3][CH2:2]1. The catalyst class is: 7. (2) Reactant: [ClH:1].CCOCC.C(OC([N:14]1[CH2:17][CH2:16][C@H:15]1[CH2:18][O:19][C:20]1[CH:21]=[C:22]([C@H:26]2[CH2:28][C@@H:27]2[CH2:29][OH:30])[CH:23]=[N:24][CH:25]=1)=O)(C)(C)C. Product: [ClH:1].[NH:14]1[CH2:17][CH2:16][C@H:15]1[CH2:18][O:19][C:20]1[CH:21]=[C:22]([C@H:26]2[CH2:28][C@@H:27]2[CH2:29][OH:30])[CH:23]=[N:24][CH:25]=1.[ClH:1]. The catalyst class is: 5. (3) The catalyst class is: 8. Product: [Cl:1][C:2]1[CH:23]=[C:22]([C:24]([F:27])([F:25])[F:26])[CH:21]=[CH:20][C:3]=1[CH2:4][N:5]1[C:9](/[CH:10]=[CH:11]/[C:12]([OH:14])=[O:13])=[CH:8][C:7]([CH:17]2[CH2:19][CH2:18]2)=[N:6]1. Reactant: [Cl:1][C:2]1[CH:23]=[C:22]([C:24]([F:27])([F:26])[F:25])[CH:21]=[CH:20][C:3]=1[CH2:4][N:5]1[C:9](/[CH:10]=[CH:11]/[C:12]([O:14]CC)=[O:13])=[CH:8][C:7]([CH:17]2[CH2:19][CH2:18]2)=[N:6]1.[OH-].[Na+].O1CCCC1. (4) Reactant: C(OC(=O)[NH:7][C@@H:8]([CH2:12][NH:13][C:14]([C:16]1[C:21]([NH2:22])=[N:20][C:19]([NH2:23])=[C:18]([Cl:24])[N:17]=1)=[O:15])[CH2:9][CH2:10][CH3:11])(C)(C)C.Cl. Product: [ClH:24].[NH2:7][C@H:8]([CH2:9][CH2:10][CH3:11])[CH2:12][NH:13][C:14]([C:16]1[C:21]([NH2:22])=[N:20][C:19]([NH2:23])=[C:18]([Cl:24])[N:17]=1)=[O:15]. The catalyst class is: 12. (5) Product: [CH2:7]([O:6][C:5](=[O:14])[NH:4][CH2:3][CH:2]([N:24]1[C:20](=[O:30])[C:21]2[C:22](=[CH:26][CH:27]=[CH:28][CH:29]=2)[C:23]1=[O:25])[CH2:15][O:16][CH:17]([CH3:19])[CH3:18])[C:8]1[CH:13]=[CH:12][CH:11]=[CH:10][CH:9]=1. Reactant: O[CH:2]([CH2:15][O:16][CH:17]([CH3:19])[CH3:18])[CH2:3][NH:4][C:5](=[O:14])[O:6][CH2:7][C:8]1[CH:13]=[CH:12][CH:11]=[CH:10][CH:9]=1.[C:20]1(=[O:30])[NH:24][C:23](=[O:25])[C:22]2=[CH:26][CH:27]=[CH:28][CH:29]=[C:21]12.C1(P(C2C=CC=CC=2)C2C=CC=CC=2)C=CC=CC=1.N(C(OC(C)C)=O)=NC(OC(C)C)=O. The catalyst class is: 7. (6) Reactant: C([O:5][C:6]([CH:8]1[CH2:12][CH:11]([O:13][C:14]2[CH:19]=[C:18]([O:20][CH3:21])[N:17]=[C:16]([O:22][CH3:23])[N:15]=2)[CH2:10][CH:9]1[C:24](=[O:36])[NH:25][C:26]1([C:31]([O:33][CH2:34][CH3:35])=[O:32])[CH2:28][CH:27]1[CH:29]=[CH2:30])=[O:7])(C)(C)C.C([SiH](CC)CC)C.C(O)(C(F)(F)F)=O. Product: [CH3:23][O:22][C:16]1[N:15]=[C:14]([O:13][CH:11]2[CH2:12][CH:8]([C:6]([OH:7])=[O:5])[CH:9]([C:24](=[O:36])[NH:25][C:26]3([C:31]([O:33][CH2:34][CH3:35])=[O:32])[CH2:28][CH:27]3[CH:29]=[CH2:30])[CH2:10]2)[CH:19]=[C:18]([O:20][CH3:21])[N:17]=1. The catalyst class is: 2. (7) Reactant: [CH3:1][O:2][C:3]1[CH:4]=[C:5]([CH:26]=[C:27]([O:31][CH3:32])[C:28]=1[O:29][CH3:30])[C:6]([N:8]([CH2:16][C:17]([CH3:25])=[CH:18][C:19]1[CH:24]=[CH:23][CH:22]=[CH:21][CH:20]=1)[CH2:9][CH2:10][CH:11]1[CH2:15][CH2:14][CH2:13][NH:12]1)=[O:7].[CH:33](=O)[C:34]1[CH:39]=[CH:38][CH:37]=[CH:36][CH:35]=1.C(O)(=O)C.C([BH3-])#N.[Na+]. Product: [CH2:33]([N:12]1[CH2:13][CH2:14][CH2:15][CH:11]1[CH2:10][CH2:9][N:8]([CH2:16][C:17]([CH3:25])=[CH:18][C:19]1[CH:20]=[CH:21][CH:22]=[CH:23][CH:24]=1)[C:6](=[O:7])[C:5]1[CH:26]=[C:27]([O:31][CH3:32])[C:28]([O:29][CH3:30])=[C:3]([O:2][CH3:1])[CH:4]=1)[C:34]1[CH:39]=[CH:38][CH:37]=[CH:36][CH:35]=1. The catalyst class is: 5. (8) Product: [O:3]=[C:4]([CH3:17])[CH2:5][CH2:6][CH2:7][CH2:8][C:9]1[O:10][CH:11]=[C:12]([C:14]([Cl:26])=[O:15])[N:13]=1. Reactant: N#N.[O:3]=[C:4]([CH3:17])[CH2:5][CH2:6][CH2:7][CH2:8][C:9]1[O:10][CH:11]=[C:12]([C:14](O)=[O:15])[N:13]=1.CN(C=O)C.C(Cl)(=O)C([Cl:26])=O. The catalyst class is: 11. (9) Reactant: [CH2:1]([O:8][C:9]1[C:10]([C:29]([OH:31])=O)=[N:11][C:12]([CH2:16][C:17]2[CH:22]=[CH:21][CH:20]=[CH:19][C:18]=2[C:23]2[CH:28]=[CH:27][CH:26]=[CH:25][CH:24]=2)=[N:13][C:14]=1[OH:15])[C:2]1[CH:7]=[CH:6][CH:5]=[CH:4][CH:3]=1.[Si:32]([O:39][CH2:40][CH2:41][NH:42][CH3:43])([C:35]([CH3:38])([CH3:37])[CH3:36])([CH3:34])[CH3:33].O=P(Cl)(Cl)Cl.O. Product: [Si:32]([O:39][CH2:40][CH2:41][N:42]([CH3:43])[C:29]([C:10]1[C:9]([O:8][CH2:1][C:2]2[CH:3]=[CH:4][CH:5]=[CH:6][CH:7]=2)=[C:14]([OH:15])[N:13]=[C:12]([CH2:16][C:17]2[CH:22]=[CH:21][CH:20]=[CH:19][C:18]=2[C:23]2[CH:24]=[CH:25][CH:26]=[CH:27][CH:28]=2)[N:11]=1)=[O:31])([C:35]([CH3:38])([CH3:37])[CH3:36])([CH3:33])[CH3:34]. The catalyst class is: 17. (10) Reactant: C1(C2N=[C:20]([N:17]3CC[N:17]([C:20]4[CH:25]=[CH:24][CH:23]=[CH:22]C=4OC)CC3)[C:25]3C(=C[C:22](OC)=[C:23](OC)[CH:24]=3)N=2)CC1.[CH3:32][O:33][C:34]1[CH:39]=[C:38]([C:40]([O:42]C)=O)[C:37]([NH2:44])=[CH:36][C:35]=1[O:45][CH3:46].C1(C#N)CCC1. Product: [CH:25]1([C:20]2[N:17]=[C:40]([OH:42])[C:38]3[C:37](=[CH:36][C:35]([O:45][CH3:46])=[C:34]([O:33][CH3:32])[CH:39]=3)[N:44]=2)[CH2:24][CH2:23][CH2:22]1. The catalyst class is: 89.